Dataset: Peptide-MHC class II binding affinity with 134,281 pairs from IEDB. Task: Regression. Given a peptide amino acid sequence and an MHC pseudo amino acid sequence, predict their binding affinity value. This is MHC class II binding data. (1) The peptide sequence is EWVAMTKGEGGVWTF. The MHC is HLA-DPA10103-DPB10301 with pseudo-sequence HLA-DPA10103-DPB10301. The binding affinity (normalized) is 0. (2) The peptide sequence is IEAAASAIQGNVTSI. The MHC is DRB3_0202 with pseudo-sequence DRB3_0202. The binding affinity (normalized) is 0.241. (3) The peptide sequence is YDKFLGNVSTVLTGK. The MHC is DRB1_0405 with pseudo-sequence DRB1_0405. The binding affinity (normalized) is 0.425.